This data is from Full USPTO retrosynthesis dataset with 1.9M reactions from patents (1976-2016). The task is: Predict the reactants needed to synthesize the given product. (1) Given the product [CH:24]1([NH:23][C:16]2[C:15]([CH2:14][NH:13][C:3]3[C:4]([F:12])=[C:5]([O:10][CH3:11])[CH:6]=[C:7]([O:8][CH3:9])[C:2]=3[F:1])=[CH:20][N:19]=[C:18]([S:21][CH3:22])[N:17]=2)[CH2:35][CH2:34][CH2:33][CH2:25]1, predict the reactants needed to synthesize it. The reactants are: [F:1][C:2]1[C:7]([O:8][CH3:9])=[CH:6][C:5]([O:10][CH3:11])=[C:4]([F:12])[C:3]=1[N:13]=[CH:14][C:15]1[C:16]([NH:23][CH2:24][CH3:25])=[N:17][C:18]([S:21][CH3:22])=[N:19][CH:20]=1.[H-].[Al+3].[Li+].[H-].[H-].[H-].O1C[CH2:35][CH2:34][CH2:33]1. (2) Given the product [F:30][C:6]1[C:7]([C:9]2[CH:14]=[CH:13][CH:12]=[C:11]([CH2:15][N:16]3[CH2:21][CH2:20][NH:19][C@@H:18]([CH3:29])[CH2:17]3)[CH:10]=2)=[CH:8][C:3]([CH2:2][NH:1][C:42](=[O:43])[C:41]2[CH:45]=[CH:46][CH:47]=[C:39]([C:37]([C:31]3[CH:32]=[CH:33][CH:34]=[CH:35][CH:36]=3)=[O:38])[CH:40]=2)=[CH:4][CH:5]=1, predict the reactants needed to synthesize it. The reactants are: [NH2:1][CH2:2][C:3]1[CH:4]=[CH:5][C:6]([F:30])=[C:7]([C:9]2[CH:14]=[CH:13][CH:12]=[C:11]([CH2:15][N:16]3[CH2:21][CH2:20][N:19](C(OC(C)(C)C)=O)[C@@H:18]([CH3:29])[CH2:17]3)[CH:10]=2)[CH:8]=1.[C:31]1([C:37]([C:39]2[CH:40]=[C:41]([CH:45]=[CH:46][CH:47]=2)[C:42](O)=[O:43])=[O:38])[CH:36]=[CH:35][CH:34]=[CH:33][CH:32]=1.C(Cl)CCl.C1C=CC2N(O)N=NC=2C=1.C(N(C(C)C)CC)(C)C. (3) Given the product [NH2:1][C:2]1[N:3]=[CH:4][C:5]([C:18]2[CH:19]=[C:20]([CH:21]=[CH:25][CH:26]=2)[CH:46]=[O:47])=[N:6][C:7]=1[NH:8][CH2:9][C:10]1[C:15]([Cl:16])=[CH:14][CH:13]=[CH:12][C:11]=1[Cl:17], predict the reactants needed to synthesize it. The reactants are: [NH2:1][C:2]1[N:3]=[CH:4][C:5]([C:18]2[CH:26]=[CH:25][C:21](C(O)=O)=[CH:20][CH:19]=2)=[N:6][C:7]=1[NH:8][CH2:9][C:10]1[C:15]([Cl:16])=[CH:14][CH:13]=[CH:12][C:11]=1[Cl:17].BrC1N=C(NCC2C(Cl)=CC=CC=2Cl)C(N)=NC=1.C[C:46]1(C)C(C)(C)OB(C2C=C(C=CC=2)C=O)[O:47]1. (4) Given the product [Cl:1][C:2]1[CH:11]=[C:10]([C:12]([NH:14][CH2:15][C:16]2[CH:17]=[C:18]([OH:24])[CH:19]=[C:20]([OH:22])[CH:21]=2)=[O:13])[CH:9]=[CH:8][C:3]=1[C:4]([O:6][CH3:7])=[O:5], predict the reactants needed to synthesize it. The reactants are: [Cl:1][C:2]1[CH:11]=[C:10]([C:12]([NH:14][CH2:15][C:16]2[CH:21]=[C:20]([O:22]C)[CH:19]=[C:18]([O:24]C)[CH:17]=2)=[O:13])[CH:9]=[CH:8][C:3]=1[C:4]([O:6][CH3:7])=[O:5].B(Br)(Br)Br.O.